This data is from Full USPTO retrosynthesis dataset with 1.9M reactions from patents (1976-2016). The task is: Predict the reactants needed to synthesize the given product. (1) The reactants are: [F:1][C:2]1[CH:10]=[C:9]2[C:5]([C:6]([OH:11])=[N:7][NH:8]2)=[CH:4][CH:3]=1.[S:12]1[C:20]2[CH2:19][CH2:18][N:17]([C:21](Cl)=[O:22])[CH2:16][C:15]=2[CH:14]=[CH:13]1. Given the product [S:12]1[C:20]2[CH2:19][CH2:18][N:17]([C:21]([O:11][C:6]3[C:5]4[C:9](=[CH:10][C:2]([F:1])=[CH:3][CH:4]=4)[N:8]([C:21]([N:17]4[CH2:18][CH2:19][C:20]5[S:12][CH:13]=[CH:14][C:15]=5[CH2:16]4)=[O:22])[N:7]=3)=[O:22])[CH2:16][C:15]=2[CH:14]=[CH:13]1, predict the reactants needed to synthesize it. (2) The reactants are: [CH2:1]([O:3][CH2:4][CH2:5][N:6]1[C:10]2=[N:11][CH:12]=[CH:13][CH:14]=[C:9]2[C:8]([CH:15]2[CH2:20][CH2:19][NH:18][CH2:17][CH2:16]2)=[CH:7]1)[CH3:2].[CH3:21][O:22][C:23](=[O:34])[C:24]1[CH:29]=[CH:28][CH:27]=[CH:26][C:25]=1[O:30][CH2:31][CH2:32]Cl. Given the product [CH3:21][O:22][C:23](=[O:34])[C:24]1[CH:29]=[CH:28][CH:27]=[CH:26][C:25]=1[O:30][CH2:31][CH2:32][N:18]1[CH2:17][CH2:16][CH:15]([C:8]2[C:9]3[C:10](=[N:11][CH:12]=[CH:13][CH:14]=3)[N:6]([CH2:5][CH2:4][O:3][CH2:1][CH3:2])[CH:7]=2)[CH2:20][CH2:19]1, predict the reactants needed to synthesize it.